This data is from TCR-epitope binding with 47,182 pairs between 192 epitopes and 23,139 TCRs. The task is: Binary Classification. Given a T-cell receptor sequence (or CDR3 region) and an epitope sequence, predict whether binding occurs between them. (1) The epitope is LEPLVDLPI. The TCR CDR3 sequence is CASGPDALVSGANVLTF. Result: 1 (the TCR binds to the epitope). (2) The epitope is TSDLATNNLVVMAY. The TCR CDR3 sequence is CASSLEPGGSYEQYF. Result: 0 (the TCR does not bind to the epitope). (3) The epitope is AIMTRCLAV. The TCR CDR3 sequence is CASSELVQSPNEKLFF. Result: 0 (the TCR does not bind to the epitope). (4) The epitope is HTTDPSFLGRY. The TCR CDR3 sequence is CASRYEASSYEQYF. Result: 1 (the TCR binds to the epitope). (5) The epitope is KLNVGDYFV. The TCR CDR3 sequence is CASSSPSGGAENEQFF. Result: 1 (the TCR binds to the epitope). (6) The epitope is LLMPILTLT. The TCR CDR3 sequence is CAGGETSGEIADTQYF. Result: 0 (the TCR does not bind to the epitope). (7) The epitope is FLNRFTTTL. The TCR CDR3 sequence is CSVVPVTGSGTEAFF. Result: 1 (the TCR binds to the epitope). (8) The epitope is YSEHPTFTSQY. The TCR CDR3 sequence is CASAIGLAGQETQYF. Result: 0 (the TCR does not bind to the epitope).